Task: Predict the reactants needed to synthesize the given product.. Dataset: Full USPTO retrosynthesis dataset with 1.9M reactions from patents (1976-2016) (1) Given the product [C:39]([N:36]1[CH2:37][CH2:38][CH:33]([N:30]2[C:16]3[N:17]=[C:18]([C:20]4[CH2:21][C:22]([CH3:28])([CH3:29])[NH:23][C:24]([CH3:26])([CH3:27])[CH:25]=4)[CH:19]=[C:14]([C:12]([NH:11][CH2:10][C:3]4[C:4](=[O:9])[NH:5][C:6]([CH3:8])=[CH:7][C:2]=4[CH3:1])=[O:13])[C:15]=3[CH:32]=[N:31]2)[CH2:34][CH2:35]1)(=[O:41])[CH3:40], predict the reactants needed to synthesize it. The reactants are: [CH3:1][C:2]1[CH:7]=[C:6]([CH3:8])[NH:5][C:4](=[O:9])[C:3]=1[CH2:10][NH:11][C:12]([C:14]1[C:15]2[CH:32]=[N:31][N:30]([CH:33]3[CH2:38][CH2:37][NH:36][CH2:35][CH2:34]3)[C:16]=2[N:17]=[C:18]([C:20]2[CH2:21][C:22]([CH3:29])([CH3:28])[NH:23][C:24]([CH3:27])([CH3:26])[CH:25]=2)[CH:19]=1)=[O:13].[C:39](Cl)(=[O:41])[CH3:40].O.CO.C(Cl)Cl. (2) Given the product [F:1][C:2]1[CH:7]=[C:6]([F:8])[CH:5]=[CH:4][C:3]=1[C:9](=[O:11])/[CH:10]=[CH:14]/[N:15]([CH3:17])[CH3:16], predict the reactants needed to synthesize it. The reactants are: [F:1][C:2]1[CH:7]=[C:6]([F:8])[CH:5]=[CH:4][C:3]=1[C:9](=[O:11])[CH3:10].CO[CH:14](OC)[N:15]([CH3:17])[CH3:16]. (3) Given the product [Cl:25][C:26]1[CH:27]=[C:28]([CH2:33][C@H:34]([C:38]2[CH:42]=[CH:41][S:40][CH:39]=2)[C:35]([NH:1][C@@H:2]2[C:8](=[O:9])[N:7]([CH2:10][C:11]([F:14])([F:12])[F:13])[C:6]3[CH:15]=[CH:16][CH:17]=[CH:18][C:5]=3[C:4]([C:19]3[CH:24]=[CH:23][CH:22]=[CH:21][CH:20]=3)=[N:3]2)=[O:36])[CH:29]=[CH:30][C:31]=1[Cl:32], predict the reactants needed to synthesize it. The reactants are: [NH2:1][CH:2]1[C:8](=[O:9])[N:7]([CH2:10][C:11]([F:14])([F:13])[F:12])[C:6]2[CH:15]=[CH:16][CH:17]=[CH:18][C:5]=2[C:4]([C:19]2[CH:24]=[CH:23][CH:22]=[CH:21][CH:20]=2)=[N:3]1.[Cl:25][C:26]1[CH:27]=[C:28]([CH2:33][C@H:34]([C:38]2[CH:42]=[CH:41][S:40][CH:39]=2)[C:35](O)=[O:36])[CH:29]=[CH:30][C:31]=1[Cl:32]. (4) Given the product [O:34]=[C:5]1[NH:4][C:8]2[CH:9]=[CH:10][C:11]([CH:13]([C:15]3[CH:19]=[CH:18][N:17]([C:20]4[N:25]=[CH:24][C:23]([CH2:26][O:27][CH2:28][C:29]([O:31][CH2:32][CH3:33])=[O:30])=[CH:22][CH:21]=4)[N:16]=3)[CH3:14])=[CH:12][C:7]=2[S:6]1, predict the reactants needed to synthesize it. The reactants are: COC[N:4]1[C:8]2[CH:9]=[CH:10][C:11]([CH:13]([C:15]3[CH:19]=[CH:18][N:17]([C:20]4[N:25]=[CH:24][C:23]([CH2:26][O:27][CH2:28][C:29]([O:31][CH2:32][CH3:33])=[O:30])=[CH:22][CH:21]=4)[N:16]=3)[CH3:14])=[CH:12][C:7]=2[S:6][C:5]1=[O:34].